Predict which catalyst facilitates the given reaction. From a dataset of Catalyst prediction with 721,799 reactions and 888 catalyst types from USPTO. The catalyst class is: 8. Product: [C:1]([O:4][CH2:5][C@@H:6]([OH:27])[C@@H:7]([C:20]([O:22][C:23]([CH3:26])([CH3:25])[CH3:24])=[O:21])[CH2:8][C:9]1[CH:19]=[CH:18][C:12]2[O:13][C:14]([CH3:16])([CH3:17])[O:15][C:11]=2[CH:10]=1)(=[O:3])[CH3:2]. Reactant: [C:1]([O:4][CH2:5][C:6](=[O:27])[C@@H:7]([C:20]([O:22][C:23]([CH3:26])([CH3:25])[CH3:24])=[O:21])[CH2:8][C:9]1[CH:19]=[CH:18][C:12]2[O:13][C:14]([CH3:17])([CH3:16])[O:15][C:11]=2[CH:10]=1)(=[O:3])[CH3:2].[Li].CC([O-])(C)C.CC([O-])(C)C.CC([O-])(C)C.[Al+3].